From a dataset of Catalyst prediction with 721,799 reactions and 888 catalyst types from USPTO. Predict which catalyst facilitates the given reaction. (1) Reactant: [NH2:1][CH:2]1[CH2:6][CH2:5][N:4]([C:7]2[N:8]=[C:9]([NH:16][C:17]3[CH:22]=[CH:21][C:20]([O:23][CH3:24])=[C:19]([O:25][CH3:26])[CH:18]=3)[C:10]3[N:15]=[CH:14][S:13][C:11]=3[N:12]=2)[CH2:3]1.[CH3:27][O:28][C:29]([C:31]1[CH:39]=[CH:38][C:34]([C:35](O)=[O:36])=[CH:33][N:32]=1)=[O:30].CN1C=CN=C1.CCN=C=NCCCN(C)C. Product: [CH3:26][O:25][C:19]1[CH:18]=[C:17]([NH:16][C:9]2[C:10]3[N:15]=[CH:14][S:13][C:11]=3[N:12]=[C:7]([N:4]3[CH2:5][CH2:6][CH:2]([NH:1][C:35]([C:34]4[CH:38]=[CH:39][C:31]([C:29]([O:28][CH3:27])=[O:30])=[N:32][CH:33]=4)=[O:36])[CH2:3]3)[N:8]=2)[CH:22]=[CH:21][C:20]=1[O:23][CH3:24]. The catalyst class is: 4. (2) Product: [NH2:30][C@H:31]1[CH2:35][CH2:34][N:33]([C:36]([O:38][C:39]([CH3:42])([CH3:41])[CH3:40])=[O:37])[CH2:32]1. Reactant: N[C@H]1CCNC1.C(OC(OC(OC(C)(C)C)=O)=O)(C)(C)C.[OH-].[K+].NC1CCNC1.[NH2:30][CH:31]1[CH2:35][CH2:34][N:33]([C:36]([O:38][C:39]([CH3:42])([CH3:41])[CH3:40])=[O:37])[CH2:32]1.C(OC(N1CCC(NC(OC(C)(C)C)=O)C1)=O)(C)(C)C. The catalyst class is: 5. (3) Reactant: C[O:2][C:3](=[O:39])[CH2:4][CH2:5][C:6]([NH:8][C:9]1[C:17]2[O:16][C:15]([NH:18][CH:19]3[CH2:24][CH2:23][N:22]([CH2:25][C:26]4[CH:31]=[C:30]([O:32][CH2:33][CH3:34])[C:29]([F:35])=[C:28]([O:36][CH2:37][CH3:38])[CH:27]=4)[CH2:21][CH2:20]3)=[N:14][C:13]=2[CH:12]=[CH:11][CH:10]=1)=[O:7].C(OC1C=C(C=C(OCC)C=1F)CN1CCC(NC2OC3C(N)=CC=CC=3N=2)CC1)C.C(CCC(Cl)=O)(OC)=O.[Li+].[OH-].O.Cl. Product: [CH2:33]([O:32][C:30]1[CH:31]=[C:26]([CH:27]=[C:28]([O:36][CH2:37][CH3:38])[C:29]=1[F:35])[CH2:25][N:22]1[CH2:23][CH2:24][CH:19]([NH:18][C:15]2[O:16][C:17]3[C:9]([NH:8][C:6](=[O:7])[CH2:5][CH2:4][C:3]([OH:39])=[O:2])=[CH:10][CH:11]=[CH:12][C:13]=3[N:14]=2)[CH2:20][CH2:21]1)[CH3:34]. The catalyst class is: 36. (4) Reactant: Br[C:2]1[CH:3]=[C:4]2[C:8](=[CH:9][CH:10]=1)[N:7]([CH2:11][CH3:12])[N:6]=[CH:5]2.C([Li])CCC.[B:18](OC(C)C)([O:23]C(C)C)[O:19]C(C)C. Product: [CH2:11]([N:7]1[C:8]2[C:4](=[CH:3][C:2]([B:18]([OH:23])[OH:19])=[CH:10][CH:9]=2)[CH:5]=[N:6]1)[CH3:12]. The catalyst class is: 188.